From a dataset of Full USPTO retrosynthesis dataset with 1.9M reactions from patents (1976-2016). Predict the reactants needed to synthesize the given product. (1) Given the product [Cl:1][C:2]1[CH:7]=[CH:6][CH:5]=[C:4]2[C:3]=1[C:8](=[O:15])[CH:9]([CH2:10][C:11]([CH3:12])([CH3:14])[CH3:13])[CH2:16]2, predict the reactants needed to synthesize it. The reactants are: [Cl:1][C:2]1[CH:7]=[CH:6][CH:5]=[CH:4][C:3]=1[C:8](=[O:15])[CH2:9][CH2:10][C:11]([CH3:14])([CH3:13])[CH3:12].[CH2:16]1N2CN3CN(C2)CN1C3.C(OC(=O)C)(=O)C.[OH-].[Na+]. (2) Given the product [CH2:17]([N:12]([CH:8]([C:3]1[CH:4]=[CH:5][CH:6]=[CH:7][CH:2]=1)[C:9]([OH:11])=[O:10])[C:13]([O:15][CH3:16])=[O:14])[CH3:18], predict the reactants needed to synthesize it. The reactants are: F[C:2]1[CH:7]=[CH:6][CH:5]=[CH:4][C:3]=1[CH:8]([NH:12][C:13]([O:15][CH3:16])=[O:14])[C:9]([OH:11])=[O:10].[CH2:17](NC(C1C=CC=CC=1)C(O)=O)[CH3:18].